This data is from Forward reaction prediction with 1.9M reactions from USPTO patents (1976-2016). The task is: Predict the product of the given reaction. (1) Given the reactants [N+:1]([C:4]1[CH:5]=[C:6]2[N:12]=[C:11]([C:13]3[CH:18]=[CH:17][C:16]([N+:19]([O-])=O)=[CH:15][CH:14]=3)[NH:10][C:7]2=[N:8][CH:9]=1)([O-])=O.O.NN, predict the reaction product. The product is: [NH2:1][C:4]1[CH:5]=[C:6]2[N:12]=[C:11]([C:13]3[CH:14]=[CH:15][C:16]([NH2:19])=[CH:17][CH:18]=3)[NH:10][C:7]2=[N:8][CH:9]=1. (2) Given the reactants [F:1][C:2]([F:15])([F:14])[C:3](=[O:13])[CH2:4][CH2:5][CH2:6][CH2:7][CH2:8][CH2:9][C:10]([OH:12])=O.C1C=CC2N(O)N=NC=2C=1.N=C=N.[NH2:29][C:30]1[CH:35]=[CH:34][N:33]=[CH:32][CH:31]=1.C(O)C(N)(CO)CO, predict the reaction product. The product is: [F:14][C:2]([F:1])([F:15])[C:3](=[O:13])[CH2:4][CH2:5][CH2:6][CH2:7][CH2:8][CH2:9][C:10]([NH:29][C:30]1[CH:35]=[CH:34][N:33]=[CH:32][CH:31]=1)=[O:12]. (3) Given the reactants [C:1]([C:5]1[CH:10]=[CH:9][C:8]([C:11]2[CH:16]=[CH:15][CH:14]=[C:13]([CH:17]3[CH2:26][C:25]([CH3:28])([CH3:27])[C:24]4[C:19](=[CH:20][CH:21]=[C:22]([C:29]([OH:31])=O)[CH:23]=4)[NH:18]3)[CH:12]=2)=[CH:7][CH:6]=1)([CH3:4])([CH3:3])[CH3:2].[CH3:32][S:33]([NH2:36])(=[O:35])=[O:34], predict the reaction product. The product is: [C:1]([C:5]1[CH:10]=[CH:9][C:8]([C:11]2[CH:16]=[CH:15][CH:14]=[C:13]([CH:17]3[CH2:26][C:25]([CH3:27])([CH3:28])[C:24]4[C:19](=[CH:20][CH:21]=[C:22]([C:29]([NH:36][S:33]([CH3:32])(=[O:35])=[O:34])=[O:31])[CH:23]=4)[NH:18]3)[CH:12]=2)=[CH:7][CH:6]=1)([CH3:3])([CH3:4])[CH3:2].